From a dataset of Forward reaction prediction with 1.9M reactions from USPTO patents (1976-2016). Predict the product of the given reaction. (1) Given the reactants [Cl:1][C:2]1[N:3]=[C:4]2[CH:12]=[C:11]([Cl:13])[CH:10]=[N:9][C:5]2=[N:6][C:7]=1Cl.[NH:14]1[CH2:18][CH2:17][C@@H:16]([NH:19][C:20](=[O:26])[O:21][C:22]([CH3:25])([CH3:24])[CH3:23])[CH2:15]1.[NH4+].[Cl-], predict the reaction product. The product is: [Cl:1][C:2]1[N:3]=[C:4]2[CH:12]=[C:11]([Cl:13])[CH:10]=[N:9][C:5]2=[N:6][C:7]=1[N:14]1[CH2:18][CH2:17][C@@H:16]([NH:19][C:20](=[O:26])[O:21][C:22]([CH3:24])([CH3:23])[CH3:25])[CH2:15]1. (2) Given the reactants [Si]([O:8][CH:9]1[CH2:18][C:17]2[C:12](=[CH:13][CH:14]=[C:15]([C:19]3[CH:20]=[N:21][N:22]([CH3:24])[CH:23]=3)[CH:16]=2)[N:11]([C:25]2[C:29]3[CH2:30][N:31]([C:34](=[O:36])[CH3:35])[CH2:32][CH2:33][C:28]=3[N:27]([C@H:37]3[CH2:41][CH2:40][O:39][CH2:38]3)[N:26]=2)[CH2:10]1)(C(C)(C)C)(C)C.[F-].C([N+](CCCC)(CCCC)CCCC)CCC.O, predict the reaction product. The product is: [OH:8][CH:9]1[CH2:18][C:17]2[C:12](=[CH:13][CH:14]=[C:15]([C:19]3[CH:20]=[N:21][N:22]([CH3:24])[CH:23]=3)[CH:16]=2)[N:11]([C:25]2[C:29]3[CH2:30][N:31]([C:34](=[O:36])[CH3:35])[CH2:32][CH2:33][C:28]=3[N:27]([C@H:37]3[CH2:41][CH2:40][O:39][CH2:38]3)[N:26]=2)[CH2:10]1. (3) Given the reactants Br[CH2:2][C:3]1[CH:8]=[C:7]([C:9]2[CH:14]=[CH:13][CH:12]=[C:11]([Cl:15])[C:10]=2[Cl:16])[N:6]=[CH:5][N:4]=1.[Cl:17][C:18]1[CH:23]=[CH:22][C:21]([C:24]2[N:25]([CH2:30][C@H:31]([OH:36])[C:32]([F:35])([F:34])[F:33])[C:26](=[O:29])[NH:27][N:28]=2)=[CH:20][CH:19]=1, predict the reaction product. The product is: [Cl:17][C:18]1[CH:23]=[CH:22][C:21]([C:24]2[N:25]([CH2:30][C@H:31]([OH:36])[C:32]([F:34])([F:35])[F:33])[C:26](=[O:29])[N:27]([CH2:2][C:3]3[CH:8]=[C:7]([C:9]4[CH:14]=[CH:13][CH:12]=[C:11]([Cl:15])[C:10]=4[Cl:16])[N:6]=[CH:5][N:4]=3)[N:28]=2)=[CH:20][CH:19]=1.